From a dataset of Forward reaction prediction with 1.9M reactions from USPTO patents (1976-2016). Predict the product of the given reaction. The product is: [CH2:13]([O:12][CH2:11][CH2:10][C:7]1[CH:8]=[CH:9][C:4]([Br:3])=[CH:5][CH:6]=1)[C:14]1[CH:19]=[CH:18][CH:17]=[CH:16][CH:15]=1. Given the reactants [H-].[Na+].[Br:3][C:4]1[CH:9]=[CH:8][C:7]([CH2:10][CH2:11][OH:12])=[CH:6][CH:5]=1.[CH2:13](Br)[C:14]1[CH:19]=[CH:18][CH:17]=[CH:16][CH:15]=1.[Cl-].[NH4+], predict the reaction product.